Predict the reaction yield, written as a fraction of the theoretical maximum amount of product (1.0 means a 100% yield; for example, 0.34 means a 34% yield). From a dataset of Reaction yield outcomes from USPTO patents with 853,638 reactions. The reactants are [Cl:1][C:2]1[CH:3]=[C:4]([CH:30]=[CH:31][C:32]=1[O:33][CH:34]([CH3:36])[CH3:35])[C:5]([NH:7][C@H:8]([CH2:27][CH2:28][OH:29])[CH2:9][C:10]1[CH:15]=[CH:14][C:13]([C:16]2[N:17]=[C:18]([C:22](=[N:24][O:25]C)[CH3:23])[N:19]([CH3:21])[CH:20]=2)=[CH:12][CH:11]=1)=[O:6].C[Mg+].[Br-].CCOCC. The catalyst is C1COCC1. The product is [Cl:1][C:2]1[CH:3]=[C:4]([CH:30]=[CH:31][C:32]=1[O:33][CH:34]([CH3:36])[CH3:35])[C:5]([NH:7][C@H:8]([CH2:27][CH2:28][OH:29])[CH2:9][C:10]1[CH:11]=[CH:12][C:13]([C:16]2[N:17]=[C:18]([C:22](=[N:24][OH:25])[CH3:23])[N:19]([CH3:21])[CH:20]=2)=[CH:14][CH:15]=1)=[O:6]. The yield is 0.940.